This data is from Catalyst prediction with 721,799 reactions and 888 catalyst types from USPTO. The task is: Predict which catalyst facilitates the given reaction. Product: [NH2:1][C:2]([C:4]1[CH:5]=[C:6]([C:29]2[CH:30]=[CH:31][S:27][CH:28]=2)[CH:7]=[C:8]2[C:12]=1[NH:11][N:10]=[C:9]2[CH:13]1[CH2:18][CH2:17][N:16]([C:19]([O:21][C:22]([CH3:25])([CH3:24])[CH3:23])=[O:20])[CH2:15][CH2:14]1)=[O:3]. Reactant: [NH2:1][C:2]([C:4]1[CH:5]=[C:6](Br)[CH:7]=[C:8]2[C:12]=1[NH:11][N:10]=[C:9]2[CH:13]1[CH2:18][CH2:17][N:16]([C:19]([O:21][C:22]([CH3:25])([CH3:24])[CH3:23])=[O:20])[CH2:15][CH2:14]1)=[O:3].[S:27]1[CH:31]=[CH:30][C:29](B(O)O)=[CH:28]1.C(=O)([O-])[O-].[K+].[K+]. The catalyst class is: 70.